This data is from Full USPTO retrosynthesis dataset with 1.9M reactions from patents (1976-2016). The task is: Predict the reactants needed to synthesize the given product. (1) Given the product [Cl:1][C:2]1[CH:3]=[C:4]([CH:20]=[CH:21][CH:22]=1)[CH2:5][NH:6][C:7]([C:8]1[CH:13]=[CH:12][C:11]2[C:10]([CH:9]=1)=[N:16][N:31]([CH2:30][CH:29]([N:23]1[CH2:28][CH2:27][O:26][CH2:25][CH2:24]1)[C:32]1[CH:37]=[CH:36][CH:35]=[CH:34][C:33]=1[C:38]([F:39])([F:40])[F:41])[CH:14]=2)=[O:19], predict the reactants needed to synthesize it. The reactants are: [Cl:1][C:2]1[CH:3]=[C:4]([CH:20]=[CH:21][CH:22]=1)[CH2:5][NH:6][C:7](=[O:19])[C:8]1[CH:13]=[CH:12][C:11]([CH:14]=O)=[C:10]([N+:16]([O-])=O)[CH:9]=1.[N:23]1([CH:29]([C:32]2[CH:37]=[CH:36][CH:35]=[CH:34][C:33]=2[C:38]([F:41])([F:40])[F:39])[CH2:30][NH2:31])[CH2:28][CH2:27][O:26][CH2:25][CH2:24]1.N1C2C(=CC=CC=2)C=N1. (2) The reactants are: [Si:1]([O:8][C@@H:9]([CH2:16][CH2:17][CH2:18][O:19][Si:20]([C:33]([CH3:36])([CH3:35])[CH3:34])([C:27]1[CH:32]=[CH:31][CH:30]=[CH:29][CH:28]=1)[C:21]1[CH:26]=[CH:25][CH:24]=[CH:23][CH:22]=1)[CH2:10][C:11](=[CH2:15])[C:12](=O)[CH3:13])([C:4]([CH3:7])([CH3:6])[CH3:5])([CH3:3])[CH3:2].C(N(CC)CC)C. Given the product [CH3:6][C:4]([CH3:7])([Si:1]([CH3:2])([CH3:3])[O:8][C@H:9]([CH2:10][C:11]([CH3:15])=[C:12]=[CH2:13])[CH2:16][CH2:17][CH2:18][O:19][Si:20]([C:21]1[CH:22]=[CH:23][CH:24]=[CH:25][CH:26]=1)([C:27]1[CH:32]=[CH:31][CH:30]=[CH:29][CH:28]=1)[C:33]([CH3:34])([CH3:35])[CH3:36])[CH3:5], predict the reactants needed to synthesize it. (3) Given the product [CH:19]1([C:10]2[N:9]([CH:3]3[CH2:2][CH:1]4[N:8]([CH2:23][CH2:24][CH2:25][S:26][C:27]5[CH:32]=[CH:31][C:30]([F:33])=[CH:29][CH:28]=5)[CH:5]([CH2:6][CH2:7]4)[CH2:4]3)[C:13]3[CH:14]=[CH:15][C:16]([F:18])=[CH:17][C:12]=3[N:11]=2)[CH2:21][CH2:20]1, predict the reactants needed to synthesize it. The reactants are: [CH:1]12[NH:8][CH:5]([CH2:6][CH2:7]1)[CH2:4][CH:3]([N:9]1[C:13]3[CH:14]=[CH:15][C:16]([F:18])=[CH:17][C:12]=3[N:11]=[C:10]1[CH:19]1[CH2:21][CH2:20]1)[CH2:2]2.Br[CH2:23][CH2:24][CH2:25][S:26][C:27]1[CH:32]=[CH:31][C:30]([F:33])=[CH:29][CH:28]=1.C([O-])([O-])=O.[K+].[K+]. (4) Given the product [O:53]=[C:43]1[N:42]([CH:39]2[CH2:40][CH2:41][N:36]([C:34]([O:33][C@H:11]([CH2:10][C:5]3[CH:6]=[CH:7][C:8]([CH3:9])=[C:3]([Cl:2])[CH:4]=3)[C:12](=[O:13])[N:14]3[CH2:19][CH2:18][CH:17]([N:20]4[CH2:25][CH2:24][NH:23][CH2:22][CH2:21]4)[CH2:16][CH2:15]3)=[O:35])[CH2:37][CH2:38]2)[CH2:48][CH2:47][C:46]2[CH:49]=[CH:50][CH:51]=[CH:52][C:45]=2[NH:44]1, predict the reactants needed to synthesize it. The reactants are: Cl.[Cl:2][C:3]1[CH:4]=[C:5]([CH2:10][C@@H:11]([O:33][C:34]([N:36]2[CH2:41][CH2:40][CH:39]([N:42]3[CH2:48][CH2:47][C:46]4[CH:49]=[CH:50][CH:51]=[CH:52][C:45]=4[NH:44][C:43]3=[O:53])[CH2:38][CH2:37]2)=[O:35])[C:12]([N:14]2[CH2:19][CH2:18][CH:17]([N:20]3[CH2:25][CH2:24][N:23](C(OC(C)(C)C)=O)[CH2:22][CH2:21]3)[CH2:16][CH2:15]2)=[O:13])[CH:6]=[CH:7][C:8]=1[CH3:9]. (5) Given the product [C:1]([O:5][C:6]([NH:8][C:9]1[CH:10]=[C:11]2[C:15](=[CH:16][CH:17]=1)[CH:14]([CH2:18][C:19]([O:21][CH3:24])=[O:20])[C:13]1([CH2:22][CH2:23]1)[CH2:12]2)=[O:7])([CH3:4])([CH3:2])[CH3:3], predict the reactants needed to synthesize it. The reactants are: [C:1]([O:5][C:6]([NH:8][C:9]1[CH:10]=[C:11]2[C:15](=[CH:16][CH:17]=1)[CH:14]([CH2:18][C:19]([OH:21])=[O:20])[C:13]1([CH2:23][CH2:22]1)[CH2:12]2)=[O:7])([CH3:4])([CH3:3])[CH3:2].[C:24](=O)([O-])O.[K+].CI.CN(C=O)C. (6) Given the product [OH:15][CH2:14][C@@H:13]1[CH2:12][C@@H:11]2[C@@H:9]([CH2:10]2)[N:8]1[C:6]([O:5][C:1]([CH3:4])([CH3:3])[CH3:2])=[O:7], predict the reactants needed to synthesize it. The reactants are: [C:1]([O:5][C:6]([N:8]1[C@H:13]([C:14](O)=[O:15])[CH2:12][C@@H:11]2[C@H:9]1[CH2:10]2)=[O:7])([CH3:4])([CH3:3])[CH3:2].